This data is from Full USPTO retrosynthesis dataset with 1.9M reactions from patents (1976-2016). The task is: Predict the reactants needed to synthesize the given product. The reactants are: [CH2:1]([N:3]1[C:11]2[C:6](=[CH:7][CH:8]=[C:9]([C:12]3[NH:13][C:14]4[N:15]([N:19]=[CH:20][C:21]=4[C:22]#[N:23])[C:16](=[O:18])[CH:17]=3)[CH:10]=2)[CH:5]=[N:4]1)[CH3:2].S(=O)(=O)(O)[OH:25]. Given the product [CH2:1]([N:3]1[C:11]2[C:6](=[CH:7][CH:8]=[C:9]([C:12]3[NH:13][C:14]4[N:15]([N:19]=[CH:20][C:21]=4[C:22]([NH2:23])=[O:25])[C:16](=[O:18])[CH:17]=3)[CH:10]=2)[CH:5]=[N:4]1)[CH3:2], predict the reactants needed to synthesize it.